Task: Predict the reaction yield, written as a fraction of the theoretical maximum amount of product (1.0 means a 100% yield; for example, 0.34 means a 34% yield).. Dataset: Reaction yield outcomes from USPTO patents with 853,638 reactions (1) The reactants are [Cl:1][C:2]1[N:10]=[CH:9][CH:8]=[CH:7][C:3]=1[C:4](Cl)=[O:5].C(=O)(O)[O-].[Na+].Cl.[CH3:17][NH:18][O:19][CH3:20].Cl. The catalyst is C1COCC1.O. The product is [Cl:1][C:2]1[N:10]=[CH:9][CH:8]=[CH:7][C:3]=1[C:4]([N:18]([O:19][CH3:20])[CH3:17])=[O:5]. The yield is 0.870. (2) The reactants are Cl.[NH:2]1[CH2:6][CH2:5][CH2:4][C@H:3]1[C:7]([O:9][CH2:10]C)=[O:8].CCN(CC)CC.[CH:19]1[CH:24]=[CH:23][C:22]([CH2:25][O:26][C:27](Cl)=[O:28])=[CH:21][CH:20]=1. The catalyst is C(Cl)Cl. The product is [N:2]1([C:27]([O:26][CH2:25][C:22]2[CH:23]=[CH:24][CH:19]=[CH:20][CH:21]=2)=[O:28])[CH2:6][CH2:5][CH2:4][C@H:3]1[C:7]([O:9][CH3:10])=[O:8]. The yield is 0.880. (3) No catalyst specified. The product is [NH2:7][C:8]1[C:9]([O:11][CH3:12])=[CH:10][C:2]([Br:1])=[C:3]([C:15]2[CH:20]=[CH:19][N:18]=[C:17]([CH3:21])[CH:16]=2)[C:4]=1[C:5]([OH:14])=[O:28]. The yield is 0.690. The reactants are [Br:1][C:2]1[C:3]([C:15]2[CH:20]=[CH:19][N:18]=[C:17]([CH3:21])[CH:16]=2)=[C:4]2[C:8](=[C:9]([O:11][CH3:12])[CH:10]=1)[NH:7]C(=O)[C:5]2=[O:14].[OH-].[Na+].OO.C(O)(=[O:28])C.Cl. (4) The reactants are [Cl:1][C:2]1[N:10]=[C:9]2[C:5]([N:6]=[CH:7][NH:8]2)=[C:4]([N:11]2[CH2:16][CH2:15][O:14][CH2:13][C@@H:12]2[CH3:17])[N:3]=1.CI.[C:20]([O-])([O-])=O.[K+].[K+]. The catalyst is C1COCC1. The product is [Cl:1][C:2]1[N:10]=[C:9]2[C:5]([N:6]=[CH:7][N:8]2[CH3:20])=[C:4]([N:11]2[CH2:16][CH2:15][O:14][CH2:13][C@@H:12]2[CH3:17])[N:3]=1. The yield is 0.870. (5) The reactants are Cl[C:2]1[C:11]2[C:6](=[CH:7][CH:8]=[CH:9][CH:10]=2)[N:5]=[CH:4][C:3]=1[N+:12]([O-:14])=[O:13].C(N(CC)CC)C.[NH2:22][CH2:23][C:24]1([OH:34])[CH2:33][CH2:32][C:27]2([O:31][CH2:30][CH2:29][O:28]2)[CH2:26][CH2:25]1. The catalyst is ClCCl.O. The product is [N+:12]([C:3]1[CH:4]=[N:5][C:6]2[C:11]([C:2]=1[NH:22][CH2:23][C:24]1([OH:34])[CH2:33][CH2:32][C:27]3([O:31][CH2:30][CH2:29][O:28]3)[CH2:26][CH2:25]1)=[CH:10][CH:9]=[CH:8][CH:7]=2)([O-:14])=[O:13]. The yield is 0.720. (6) The reactants are [H-].[Na+].[CH3:3][C:4]1[CH:5]=[CH:6][C:7]([CH2:12][OH:13])=[N:8][C:9]=1[NH:10][CH3:11].[Si:14](Cl)([C:17]([CH3:20])([CH3:19])[CH3:18])([CH3:16])[CH3:15]. The catalyst is C1COCC1. The product is [Si:14]([O:13][CH2:12][C:7]1[N:8]=[C:9]([NH:10][CH3:11])[C:4]([CH3:3])=[CH:5][CH:6]=1)([C:17]([CH3:20])([CH3:19])[CH3:18])([CH3:16])[CH3:15]. The yield is 0.723.